Dataset: Forward reaction prediction with 1.9M reactions from USPTO patents (1976-2016). Task: Predict the product of the given reaction. (1) Given the reactants [Cl:1][C:2]1[CH:7]=[CH:6][CH:5]=[C:4]([C:8]([C:10]2[N:15]=[C:14]([Cl:16])[CH:13]=[C:12]([O:17][CH3:18])[N:11]=2)=[O:9])[C:3]=1[NH:19][S:20]([CH:23]([F:25])[F:24])(=[O:22])=[O:21].[BH4-].[Na+].C(OCC)(=O)C.Cl, predict the reaction product. The product is: [Cl:1][C:2]1[CH:7]=[CH:6][CH:5]=[C:4]([CH:8]([C:10]2[N:15]=[C:14]([Cl:16])[CH:13]=[C:12]([O:17][CH3:18])[N:11]=2)[OH:9])[C:3]=1[NH:19][S:20]([CH:23]([F:24])[F:25])(=[O:22])=[O:21]. (2) Given the reactants Br[C:2]1[CH:7]=[CH:6][C:5]([Br:8])=[CH:4][CH:3]=1.[Li]CCCC.[Cl:14][C:15]1[CH:22]=[CH:21][CH:20]=[CH:19][C:16]=1[CH:17]=[O:18], predict the reaction product. The product is: [Br:8][C:5]1[CH:6]=[CH:7][C:2]([CH:17]([C:16]2[CH:19]=[CH:20][CH:21]=[CH:22][C:15]=2[Cl:14])[OH:18])=[CH:3][CH:4]=1. (3) Given the reactants [CH3:1][O:2][CH2:3][CH2:4][O:5][C:6](=[O:44])[NH:7][C:8]1[CH:13]=[CH:12][C:11]([C:14]2[CH:15]=[C:16]3[C:22]([C:23]4[CH:28]=[CH:27][CH:26]=[CH:25][C:24]=4[O:29][CH3:30])=[N:21][N:20](COCC[Si](C)(C)C)[C:17]3=[N:18][CH:19]=2)=[CH:10][C:9]=1[C:39](=[O:43])[N:40]([CH3:42])[CH3:41].Cl(O)(=O)(=O)=O.C(=O)(O)[O-].[Na+], predict the reaction product. The product is: [CH3:1][O:2][CH2:3][CH2:4][O:5][C:6](=[O:44])[NH:7][C:8]1[CH:13]=[CH:12][C:11]([C:14]2[CH:15]=[C:16]3[C:22]([C:23]4[CH:28]=[CH:27][CH:26]=[CH:25][C:24]=4[O:29][CH3:30])=[N:21][NH:20][C:17]3=[N:18][CH:19]=2)=[CH:10][C:9]=1[C:39](=[O:43])[N:40]([CH3:42])[CH3:41]. (4) The product is: [C:1]([C:5]1[NH:22][C:8]2=[C:9]3[C:14](=[C:15]4[CH:20]=[C:19]([F:21])[CH:18]=[CH:17][C:16]4=[C:7]2[N:6]=1)[N+:13]([O-:24])=[CH:12][CH:11]=[CH:10]3)([CH3:4])([CH3:2])[CH3:3]. Given the reactants [C:1]([C:5]1[NH:22][C:8]2=[C:9]3[C:14](=[C:15]4[CH:20]=[C:19]([F:21])[CH:18]=[CH:17][C:16]4=[C:7]2[N:6]=1)[N:13]=[CH:12][CH:11]=[CH:10]3)([CH3:4])([CH3:3])[CH3:2].B(O[O-])=[O:24].O.[Na+].C([O-])(O)=O.[Na+], predict the reaction product. (5) Given the reactants [C:1]([C:3]1[CH:4]=[C:5]([NH:9][C:10]([N:12]2[CH2:16][CH2:15][S:14][CH2:13]2)=[O:11])[CH:6]=[CH:7][CH:8]=1)#[N:2].Cl, predict the reaction product. The product is: [NH2:2][CH2:1][C:3]1[CH:4]=[C:5]([NH:9][C:10]([N:12]2[CH2:16][CH2:15][S:14][CH2:13]2)=[O:11])[CH:6]=[CH:7][CH:8]=1.